This data is from Full USPTO retrosynthesis dataset with 1.9M reactions from patents (1976-2016). The task is: Predict the reactants needed to synthesize the given product. (1) Given the product [Cl:1][C:2]1[CH:7]=[CH:6][C:5]([C:8]2[N:9]=[N:10][C:11]([CH3:15])=[C:12]([CH3:14])[N:13]=2)=[CH:4][C:3]=1[NH2:16], predict the reactants needed to synthesize it. The reactants are: [Cl:1][C:2]1[CH:7]=[CH:6][C:5]([C:8]2[N:9]=[N:10][C:11]([CH3:15])=[C:12]([CH3:14])[N:13]=2)=[CH:4][C:3]=1[N+:16]([O-])=O.[Sn](Cl)(Cl)(Cl)Cl. (2) Given the product [F:1][C:2]1[CH:11]=[C:10]2[C:5]([C:6](=[O:17])[C:7]([C:12]([O:14][CH2:15][CH3:16])=[O:13])=[CH:8][N:9]2[CH3:18])=[CH:4][CH:3]=1, predict the reactants needed to synthesize it. The reactants are: [F:1][C:2]1[CH:11]=[C:10]2[C:5]([C:6]([OH:17])=[C:7]([C:12]([O:14][CH2:15][CH3:16])=[O:13])[CH:8]=[N:9]2)=[CH:4][CH:3]=1.[C:18](=O)([O-])[O-].[K+].[K+].S(OC)(OC)(=O)=O. (3) Given the product [CH2:1]([C:3]1[CH:8]=[C:7]([C:9]2[N:10]=[C:11]([NH:14][C:15]3[CH:20]=[CH:19][CH:18]=[C:17]([CH3:21])[CH:16]=3)[S:12][CH:13]=2)[CH:6]=[CH:5][N:4]=1)[CH3:2], predict the reactants needed to synthesize it. The reactants are: [C:1]([C:3]1[CH:8]=[C:7]([C:9]2[N:10]=[C:11]([NH:14][C:15]3[CH:20]=[CH:19][CH:18]=[C:17]([CH3:21])[CH:16]=3)[S:12][CH:13]=2)[CH:6]=[CH:5][N:4]=1)#[CH:2]. (4) Given the product [C:27]([C:10]1[C:11]2[C:16](=[CH:15][CH:14]=[CH:13][C:12]=2[O:20][C:21]2[CH:26]=[CH:25][CH:24]=[CH:23][CH:22]=2)[C:17]([O:18][CH3:19])=[C:8]([C:6]([NH:5][CH2:4][C:3]([OH:29])=[O:2])=[O:7])[N:9]=1)#[N:28], predict the reactants needed to synthesize it. The reactants are: C[O:2][C:3](=[O:29])[CH2:4][NH:5][C:6]([C:8]1[N:9]=[C:10]([C:27]#[N:28])[C:11]2[C:16]([C:17]=1[O:18][CH3:19])=[CH:15][CH:14]=[CH:13][C:12]=2[O:20][C:21]1[CH:26]=[CH:25][CH:24]=[CH:23][CH:22]=1)=[O:7].[OH-].[Na+].Cl. (5) Given the product [F:1][C:2]1[C:11]2[N:10]3[CH2:12][CH2:13][CH2:14][CH:9]3[CH2:8][O:7][C:6]=2[CH:5]=[C:4]([N:15]2[C:28](=[O:29])[CH:27]=[C:26]([CH3:32])[N:22]=[C:23]2[CH3:25])[CH:3]=1, predict the reactants needed to synthesize it. The reactants are: [F:1][C:2]1[C:11]2[N:10]3[CH2:12][CH2:13][CH2:14][CH:9]3[CH2:8][O:7][C:6]=2[CH:5]=[C:4]([NH2:15])[CH:3]=1.C[Al](C)C.N#N.[NH:22](/[C:26](/[CH3:32])=[CH:27]\[C:28](OC)=[O:29])[C:23]([CH3:25])=O. (6) Given the product [CH3:14][S:15]([C:2]1[CH:3]=[CH:4][C:5]2[O:10][CH2:9][CH:8]([CH2:11][OH:12])[O:7][C:6]=2[CH:13]=1)(=[O:17])=[O:16], predict the reactants needed to synthesize it. The reactants are: Br[C:2]1[CH:3]=[CH:4][C:5]2[O:10][CH2:9][CH:8]([CH2:11][OH:12])[O:7][C:6]=2[CH:13]=1.[CH3:14][S:15]([O-:17])=[O:16].[Na+].N1CCC[C@H]1C(O)=O.C([O-])([O-])=O.[K+].[K+]. (7) Given the product [Br:27][CH2:25][C:10]1[N:9]([CH2:8][C:4]2[CH:5]=[CH:6][CH:7]=[C:2]([Cl:1])[C:3]=2[CH3:26])[C:14]2[N:15]=[C:16]([N:18]3[CH2:19][CH2:20][O:21][CH2:22][CH2:23]3)[S:17][C:13]=2[C:12](=[O:24])[N:11]=1, predict the reactants needed to synthesize it. The reactants are: [Cl:1][C:2]1[C:3]([CH3:26])=[C:4]([CH2:8][N:9]2[C:14]3[N:15]=[C:16]([N:18]4[CH2:23][CH2:22][O:21][CH2:20][CH2:19]4)[S:17][C:13]=3[C:12](=[O:24])[N:11]=[C:10]2[CH3:25])[CH:5]=[CH:6][CH:7]=1.[Br:27]N1C(=O)CCC1=O.N(C(C)(C)C#N)=NC(C)(C)C#N.